From a dataset of Forward reaction prediction with 1.9M reactions from USPTO patents (1976-2016). Predict the product of the given reaction. (1) Given the reactants C(O[C:4](=[O:17])[C:5]([N:7]1[CH2:11][CH2:10][C@H:9]([C:12]([O:14][CH3:15])=[O:13])[C@@H:8]1[CH3:16])=[O:6])C.[CH:18]([NH2:21])([CH3:20])[CH3:19], predict the reaction product. The product is: [CH:18]([NH:21][C:4](=[O:17])[C:5]([N:7]1[CH2:11][CH2:10][CH:9]([C:12]([O:14][CH3:15])=[O:13])[C@@H:8]1[CH3:16])=[O:6])([CH3:20])[CH3:19]. (2) Given the reactants [C:1]1([CH2:7][C:8]2[N:12]=[C:11]([CH2:13][CH2:14][CH2:15]O)[O:10][N:9]=2)[CH:6]=[CH:5][CH:4]=[CH:3][CH:2]=1.[Cl:17][C:18]1[N:26](CC=C)[C:25]2[C:24](=[O:30])[NH:23][C:22](=[O:31])[N:21]([CH2:32][CH2:33][CH2:34][CH2:35][CH3:36])[C:20]=2[N:19]=1.C1C=CC(P(C2C=CC=CC=2)C2C=CC=CC=2)=CC=1.C1C=CC(COC(/N=N/C(OCC2C=CC=CC=2)=O)=O)=CC=1.N1CCOCC1, predict the reaction product. The product is: [Cl:17][C:18]1[NH:26][C:25]2[C:24](=[O:30])[N:23]([CH2:15][CH2:14][CH2:13][C:11]3[O:10][N:9]=[C:8]([CH2:7][C:1]4[CH:2]=[CH:3][CH:4]=[CH:5][CH:6]=4)[N:12]=3)[C:22](=[O:31])[N:21]([CH2:32][CH2:33][CH2:34][CH2:35][CH3:36])[C:20]=2[N:19]=1. (3) Given the reactants [CH3:1][O:2][C:3]1[CH:16]=[C:15]([O:17][CH3:18])[CH:14]=[CH:13][C:4]=1[CH2:5][NH:6][C:7]1[CH:12]=[CH:11][N:10]=[CH:9][N:8]=1.[F:19][C:20]1[C:25]([F:26])=[C:24]([F:27])[CH:23]=[CH:22][C:21]=1[S:28](Cl)(=[O:30])=[O:29].N12CCN(CC1)CC2, predict the reaction product. The product is: [CH3:1][O:2][C:3]1[CH:16]=[C:15]([O:17][CH3:18])[CH:14]=[CH:13][C:4]=1[CH2:5][N:6]([C:7]1[CH:12]=[CH:11][N:10]=[CH:9][N:8]=1)[S:28]([C:21]1[CH:22]=[CH:23][C:24]([F:27])=[C:25]([F:26])[C:20]=1[F:19])(=[O:30])=[O:29]. (4) The product is: [Br:1][C:2]1[CH:3]=[CH:4][C:5]2[N:6]([C:8]([C:15]3[CH:16]=[CH:17][N:12]=[CH:13][CH:14]=3)=[CH:9][N:10]=2)[CH:7]=1. Given the reactants [Br:1][C:2]1[CH:3]=[CH:4][C:5]2[N:6]([C:8](I)=[CH:9][N:10]=2)[CH:7]=1.[N:12]1[CH:17]=[CH:16][C:15](B(O)O)=[CH:14][CH:13]=1, predict the reaction product. (5) The product is: [F:1][C:2]1[CH:3]=[C:4]([CH:14]([NH:16][C:17]([C:19]2[N:20]=[C:21]([O:35][C:31]3[CH:30]=[C:29]4[C:34](=[CH:33][CH:32]=3)[N:25]=[CH:26][CH:27]=[CH:28]4)[O:22][CH:23]=2)=[O:18])[CH3:15])[CH:5]=[C:6]([F:13])[C:7]=1[NH:8][S:9]([CH3:12])(=[O:11])=[O:10]. Given the reactants [F:1][C:2]1[CH:3]=[C:4]([CH:14]([NH:16][C:17]([C:19]2[N:20]=[C:21](Cl)[O:22][CH:23]=2)=[O:18])[CH3:15])[CH:5]=[C:6]([F:13])[C:7]=1[NH:8][S:9]([CH3:12])(=[O:11])=[O:10].[N:25]1[C:34]2[C:29](=[CH:30][C:31]([OH:35])=[CH:32][CH:33]=2)[CH:28]=[CH:27][CH:26]=1, predict the reaction product.